Dataset: Peptide-MHC class II binding affinity with 134,281 pairs from IEDB. Task: Regression. Given a peptide amino acid sequence and an MHC pseudo amino acid sequence, predict their binding affinity value. This is MHC class II binding data. (1) The peptide sequence is DSGKVIPEWCCRSCT. The MHC is DRB3_0202 with pseudo-sequence DRB3_0202. The binding affinity (normalized) is 0. (2) The peptide sequence is RNVFDEVIPTAFSIG. The MHC is HLA-DQA10301-DQB10302 with pseudo-sequence HLA-DQA10301-DQB10302. The binding affinity (normalized) is 0.267. (3) The peptide sequence is SHIMSVLDMGQGILH. The MHC is DRB1_0901 with pseudo-sequence DRB1_0901. The binding affinity (normalized) is 0.721. (4) The peptide sequence is EDKFLANVSTVLTGK. The MHC is DRB3_0202 with pseudo-sequence DRB3_0202. The binding affinity (normalized) is 0.920. (5) The peptide sequence is ATTEEQKLIEDINAS. The MHC is DRB1_0401 with pseudo-sequence DRB1_0401. The binding affinity (normalized) is 0.355. (6) The peptide sequence is GLVVAMTFFEQVRRL. The MHC is HLA-DQA10102-DQB10602 with pseudo-sequence HLA-DQA10102-DQB10602. The binding affinity (normalized) is 0.172.